The task is: Regression. Given two drug SMILES strings and cell line genomic features, predict the synergy score measuring deviation from expected non-interaction effect.. This data is from NCI-60 drug combinations with 297,098 pairs across 59 cell lines. (1) Drug 1: C1CC(C1)(C(=O)O)C(=O)O.[NH2-].[NH2-].[Pt+2]. Drug 2: C1CC(=O)NC(=O)C1N2C(=O)C3=CC=CC=C3C2=O. Cell line: OVCAR3. Synergy scores: CSS=25.0, Synergy_ZIP=2.82, Synergy_Bliss=12.8, Synergy_Loewe=2.63, Synergy_HSA=3.48. (2) Drug 1: CCC1(CC2CC(C3=C(CCN(C2)C1)C4=CC=CC=C4N3)(C5=C(C=C6C(=C5)C78CCN9C7C(C=CC9)(C(C(C8N6C)(C(=O)OC)O)OC(=O)C)CC)OC)C(=O)OC)O.OS(=O)(=O)O. Drug 2: CN(CCCl)CCCl.Cl. Cell line: M14. Synergy scores: CSS=6.47, Synergy_ZIP=-2.31, Synergy_Bliss=-4.49, Synergy_Loewe=-4.94, Synergy_HSA=-5.31. (3) Drug 2: N.N.Cl[Pt+2]Cl. Drug 1: C(=O)(N)NO. Synergy scores: CSS=5.38, Synergy_ZIP=-9.77, Synergy_Bliss=-3.41, Synergy_Loewe=-23.5, Synergy_HSA=-5.35. Cell line: NCI/ADR-RES. (4) Drug 1: C(CC(=O)O)C(=O)CN.Cl. Drug 2: CC1C(C(CC(O1)OC2CC(CC3=C2C(=C4C(=C3O)C(=O)C5=CC=CC=C5C4=O)O)(C(=O)C)O)N)O. Cell line: NCI-H322M. Synergy scores: CSS=41.8, Synergy_ZIP=-11.1, Synergy_Bliss=-10.2, Synergy_Loewe=-9.89, Synergy_HSA=-8.32. (5) Drug 1: CN(C)C1=NC(=NC(=N1)N(C)C)N(C)C. Drug 2: CC1=CC=C(C=C1)C2=CC(=NN2C3=CC=C(C=C3)S(=O)(=O)N)C(F)(F)F. Cell line: NCI/ADR-RES. Synergy scores: CSS=-0.999, Synergy_ZIP=-0.563, Synergy_Bliss=-4.09, Synergy_Loewe=-7.53, Synergy_HSA=-5.67. (6) Drug 1: CC1=C2C(C(=O)C3(C(CC4C(C3C(C(C2(C)C)(CC1OC(=O)C(C(C5=CC=CC=C5)NC(=O)OC(C)(C)C)O)O)OC(=O)C6=CC=CC=C6)(CO4)OC(=O)C)OC)C)OC. Drug 2: COC1=C(C=C2C(=C1)N=CN=C2NC3=CC(=C(C=C3)F)Cl)OCCCN4CCOCC4. Cell line: HCC-2998. Synergy scores: CSS=77.5, Synergy_ZIP=19.6, Synergy_Bliss=18.9, Synergy_Loewe=19.1, Synergy_HSA=21.6.